This data is from Forward reaction prediction with 1.9M reactions from USPTO patents (1976-2016). The task is: Predict the product of the given reaction. (1) Given the reactants [C:1]([O:5][C:6]([N:8]1[CH2:12][CH2:11][C@@H:10](O)[CH2:9]1)=[O:7])([CH3:4])([CH3:3])[CH3:2].CCN(S(F)(F)[F:20])CC, predict the reaction product. The product is: [C:1]([O:5][C:6]([N:8]1[CH2:12][CH2:11][CH:10]([F:20])[CH2:9]1)=[O:7])([CH3:4])([CH3:3])[CH3:2]. (2) Given the reactants N[C:2]1[CH:3]=[C:4]([CH3:11])[C:5]2[S:9][CH:8]=[N:7][C:6]=2[CH:10]=1.N([O-])=[O:13].[Na+], predict the reaction product. The product is: [OH:13][C:2]1[CH:3]=[C:4]([CH3:11])[C:5]2[S:9][CH:8]=[N:7][C:6]=2[CH:10]=1. (3) Given the reactants [NH2:1][C:2]1[CH:7]=[C:6]([F:8])[CH:5]=[CH:4][C:3]=1[C:9]([NH:11][C@@H:12]([CH2:17][CH2:18][NH:19][C:20]([O:22][C:23]([CH3:26])([CH3:25])[CH3:24])=[O:21])[C:13]([O:15][CH3:16])=[O:14])=[O:10].[N:27]([C:30]1[C:35]([CH3:36])=[CH:34][C:33]([CH3:37])=[CH:32][C:31]=1[CH3:38])=[C:28]=[O:29], predict the reaction product. The product is: [CH3:24][C:23]([O:22][C:20]([NH:19][CH2:18][CH2:17][C@H:12]([NH:11][C:9]([C:3]1[CH:4]=[CH:5][C:6]([F:8])=[CH:7][C:2]=1[NH:1][C:28]([NH:27][C:30]1[C:31]([CH3:38])=[CH:32][C:33]([CH3:37])=[CH:34][C:35]=1[CH3:36])=[O:29])=[O:10])[C:13]([O:15][CH3:16])=[O:14])=[O:21])([CH3:26])[CH3:25]. (4) Given the reactants [F:1][C:2]1[CH:3]=[C:4]2[C:9](=[CH:10][CH:11]=1)[NH:8][C:7]([C:12]([O:14][CH3:15])=[O:13])=[CH:6][C:5]2=[O:16].C(=O)([O-])[O-].[K+].[K+].CN(C=O)C.I[CH2:29][CH3:30], predict the reaction product. The product is: [CH2:29]([O:16][C:5]1[C:4]2[C:9](=[CH:10][CH:11]=[C:2]([F:1])[CH:3]=2)[N:8]=[C:7]([C:12]([O:14][CH3:15])=[O:13])[CH:6]=1)[CH3:30]. (5) Given the reactants [H-].[Na+].[CH3:3][C:4]1([CH3:11])[CH2:9][CH2:8][CH2:7][C:6](=[O:10])[CH2:5]1.[CH:12](OCC)=[O:13].C(O)C, predict the reaction product. The product is: [OH:13]/[CH:12]=[C:7]1\[C:6](=[O:10])[CH2:5][C:4]([CH3:11])([CH3:3])[CH2:9][CH2:8]\1. (6) Given the reactants [C:1]([N:8]1[CH2:13][CH2:12][NH:11][CH2:10][CH2:9]1)([O:3][C:4]([CH3:7])([CH3:6])[CH3:5])=[O:2].[N:14]1([C:19]2[CH:20]=[C:21]([CH2:25][C:26](O)=[O:27])[CH:22]=[CH:23][CH:24]=2)[CH:18]=[N:17][N:16]=[N:15]1.C1C=CC2N(O)N=NC=2C=1.C(Cl)CCl.[Cl-].[Na+].O.C([O-])(O)=O.[Na+], predict the reaction product. The product is: [N:14]1([C:19]2[CH:20]=[C:21]([CH2:25][C:26]([N:11]3[CH2:10][CH2:9][N:8]([C:1]([O:3][C:4]([CH3:7])([CH3:6])[CH3:5])=[O:2])[CH2:13][CH2:12]3)=[O:27])[CH:22]=[CH:23][CH:24]=2)[CH:18]=[N:17][N:16]=[N:15]1. (7) Given the reactants [CH3:1][N:2]1[C:6]([C:7]([C:9]2[CH:14]=[CH:13][C:12]([CH3:15])=[C:11]([C:16]([F:19])([F:18])[F:17])[CH:10]=2)=O)=[N:5][N:4]=[N:3]1.Cl.[NH2:21][OH:22], predict the reaction product. The product is: [OH:22][N:21]=[C:7]([C:6]1[N:2]([CH3:1])[N:3]=[N:4][N:5]=1)[C:9]1[CH:14]=[CH:13][C:12]([CH3:15])=[C:11]([C:16]([F:19])([F:18])[F:17])[CH:10]=1.